From a dataset of Forward reaction prediction with 1.9M reactions from USPTO patents (1976-2016). Predict the product of the given reaction. (1) Given the reactants [CH2:1]([N:8]1[CH2:12][C@H:11]([C:13]2[CH:18]=[CH:17][CH:16]=[CH:15][CH:14]=2)[C@@H:10]([C:19](N2[C@@H](C3C=CC=CC=3)COC2=O)=[O:20])[CH2:9]1)[C:2]1[CH:7]=[CH:6][CH:5]=[CH:4][CH:3]=1.[H-].[Al+3].[Li+].[H-].[H-].[H-].O, predict the reaction product. The product is: [CH2:1]([N:8]1[CH2:12][C@H:11]([C:13]2[CH:18]=[CH:17][CH:16]=[CH:15][CH:14]=2)[C@@H:10]([CH2:19][OH:20])[CH2:9]1)[C:2]1[CH:3]=[CH:4][CH:5]=[CH:6][CH:7]=1. (2) Given the reactants Br[C:2]1[N:3]=[C:4]2[C:10]([C:11](=[O:16])[C:12]([CH3:15])([CH3:14])[CH3:13])=[CH:9][NH:8][C:5]2=[N:6][CH:7]=1.[F:17][C:18]1[CH:19]=[C:20](B(O)O)[CH:21]=[CH:22][CH:23]=1, predict the reaction product. The product is: [F:17][C:18]1[CH:19]=[CH:20][CH:21]=[CH:22][C:23]=1[C:2]1[N:3]=[C:4]2[C:10]([C:11](=[O:16])[C:12]([CH3:15])([CH3:14])[CH3:13])=[CH:9][NH:8][C:5]2=[N:6][CH:7]=1. (3) The product is: [Cl:1][C:2]1[CH:7]=[CH:6][CH:5]=[CH:4][C:3]=1[C:8]1[C:13]([Cl:14])=[CH:12][C:11]([O:15][CH3:16])=[C:10]([C:17]([N:23]2[CH2:22][CH2:21][N:20]([C:26]([O:28][C:29]([CH3:32])([CH3:31])[CH3:30])=[O:27])[CH2:25][CH2:24]2)=[O:19])[CH:9]=1. Given the reactants [Cl:1][C:2]1[CH:7]=[CH:6][CH:5]=[CH:4][C:3]=1[C:8]1[C:13]([Cl:14])=[CH:12][C:11]([O:15][CH3:16])=[C:10]([C:17]([OH:19])=O)[CH:9]=1.[N:20]1([C:26]([O:28][C:29]([CH3:32])([CH3:31])[CH3:30])=[O:27])[CH2:25][CH2:24][NH:23][CH2:22][CH2:21]1.F[P-](F)(F)(F)(F)F.N1(O[P+](N(C)C)(N(C)C)N(C)C)C2C=CC=CC=2N=N1.CCN(C(C)C)C(C)C, predict the reaction product. (4) The product is: [F:29][C:2]([F:1])([CH2:21][O:22][C:23]1[CH:24]=[CH:25][CH:26]=[CH:27][CH:28]=1)/[CH:3]=[CH:4]/[C@@H:5]1[C@@H:12]2[C@@H:8]([O:9][CH:10]([OH:13])[CH2:11]2)[CH2:7][C@H:6]1[O:14][CH:15]1[CH2:20][CH2:19][CH2:18][CH2:17][O:16]1. Given the reactants [F:1][C:2]([F:29])([CH2:21][O:22][C:23]1[CH:28]=[CH:27][CH:26]=[CH:25][CH:24]=1)/[CH:3]=[CH:4]/[C@@H:5]1[C@@H:12]2[C@@H:8]([O:9][C:10](=[O:13])[CH2:11]2)[CH2:7][C@H:6]1[O:14][CH:15]1[CH2:20][CH2:19][CH2:18][CH2:17][O:16]1.CC(C[AlH]CC(C)C)C, predict the reaction product. (5) Given the reactants CO[C:3]1[CH:4]=[CH:5][CH:6]=[C:7]([O:28]C)[C:8]=1[C:9]1[CH:10]=[CH:11][CH:12]=[CH:13][C:14]=1P(C1CCCCC1)C1CCCCC1.[OH-:30].[K+], predict the reaction product. The product is: [CH3:6][CH2:7]/[CH:8]=[CH:3]/[CH:4]=[CH:5]/[CH:14]=[CH:13]/[CH:12]=[CH:11]/[CH2:10][CH2:9][CH2:8][CH2:3][CH2:4][CH2:5][CH2:6][C:7]([OH:28])=[O:30].